This data is from Catalyst prediction with 721,799 reactions and 888 catalyst types from USPTO. The task is: Predict which catalyst facilitates the given reaction. Reactant: [CH:1]1([CH2:4][NH:5][C:6]([NH:8][C:9]2[CH:14]=[CH:13][C:12]([OH:15])=[CH:11][CH:10]=2)=[O:7])[CH2:3][CH2:2]1.[F-].[Cs+].CS(O[CH:23]1[CH2:28][CH2:27][N:26]([C:29]([O:31][C:32]([CH3:35])([CH3:34])[CH3:33])=[O:30])[CH2:25][CH2:24]1)(=O)=O. Product: [CH:1]1([CH2:4][NH:5][C:6](=[O:7])[NH:8][C:9]2[CH:10]=[CH:11][C:12]([O:15][CH:23]3[CH2:28][CH2:27][N:26]([C:29]([O:31][C:32]([CH3:35])([CH3:34])[CH3:33])=[O:30])[CH2:25][CH2:24]3)=[CH:13][CH:14]=2)[CH2:3][CH2:2]1. The catalyst class is: 44.